The task is: Predict the reactants needed to synthesize the given product.. This data is from Full USPTO retrosynthesis dataset with 1.9M reactions from patents (1976-2016). (1) The reactants are: C([O:4][C:5]1[CH:10]=[C:9]([C:11]#[N:12])[C:8](Br)=[C:7]([C:14]#[N:15])[C:6]=1[O:16]C(=O)C)(=O)C.[CH2:20]([N:23]([CH2:35][CH2:36][CH3:37])[C:24]([C:26]1[CH:31]=[CH:30][C:29](B(O)O)=[CH:28][CH:27]=1)=[O:25])[CH2:21][CH3:22]. Given the product [C:14]([C:7]1[C:6]([OH:16])=[C:5]([OH:4])[CH:10]=[C:9]([C:11]#[N:12])[C:8]=1[C:29]1[CH:30]=[CH:31][C:26]([C:24]([N:23]([CH2:35][CH2:36][CH3:37])[CH2:20][CH2:21][CH3:22])=[O:25])=[CH:27][CH:28]=1)#[N:15], predict the reactants needed to synthesize it. (2) Given the product [NH2:38][CH2:23][CH2:22][CH2:21][C:18]1[CH:17]=[CH:16][C:15]([C:13]2[CH:12]=[CH:11][N:10]=[C:9]([NH:8][CH:6]3[CH2:5][C:4]([CH3:36])([CH3:35])[NH:3][C:2]([CH3:37])([CH3:1])[CH2:7]3)[N:14]=2)=[CH:20][CH:19]=1, predict the reactants needed to synthesize it. The reactants are: [CH3:1][C:2]1([CH3:37])[CH2:7][CH:6]([NH:8][C:9]2[N:14]=[C:13]([C:15]3[CH:20]=[CH:19][C:18]([CH2:21][CH2:22][CH2:23]OS(C4C=CC(C)=CC=4)(=O)=O)=[CH:17][CH:16]=3)[CH:12]=[CH:11][N:10]=2)[CH2:5][C:4]([CH3:36])([CH3:35])[NH:3]1.[NH3:38]. (3) Given the product [CH3:1][N:2]([CH3:13])[C:3]1[CH:4]=[C:5]([NH2:10])[C:6]([NH2:9])=[CH:7][CH:8]=1, predict the reactants needed to synthesize it. The reactants are: [CH3:1][N:2]([CH3:13])[C:3]1[CH:8]=[CH:7][C:6]([NH2:9])=[C:5]([N+:10]([O-])=O)[CH:4]=1. (4) The reactants are: [Br:1][C:2]1[CH:7]=[C:6]([N:8]([CH2:10][CH2:11]Cl)[CH3:9])[C:5]([NH2:13])=[CH:4][C:3]=1[CH:14]([F:16])[F:15].[I-].[K+].C(=O)([O-])[O-].[K+].[K+].O. Given the product [Br:1][C:2]1[CH:7]=[C:6]2[C:5]([NH:13][CH2:11][CH2:10][N:8]2[CH3:9])=[CH:4][C:3]=1[CH:14]([F:16])[F:15], predict the reactants needed to synthesize it. (5) Given the product [C:1]([O:5][C:6](=[O:31])[NH:7][CH2:8][CH2:9][CH2:10][NH:11][C:12]1[CH:17]=[CH:16][C:15]([C:18](=[O:27])[NH:19][C:20]2[CH:25]=[C:24]([Cl:26])[CH:23]=[CH:22][N:21]=2)=[CH:14][C:13]=1[NH2:28])([CH3:4])([CH3:2])[CH3:3], predict the reactants needed to synthesize it. The reactants are: [C:1]([O:5][C:6](=[O:31])[NH:7][CH2:8][CH2:9][CH2:10][NH:11][C:12]1[CH:17]=[CH:16][C:15]([C:18](=[O:27])[NH:19][C:20]2[CH:25]=[C:24]([Cl:26])[CH:23]=[CH:22][N:21]=2)=[CH:14][C:13]=1[N+:28]([O-])=O)([CH3:4])([CH3:3])[CH3:2]. (6) Given the product [CH3:8][CH:7]([CH2:6][C:5](=[O:10])[C:16]#[C:17][CH2:18][CH2:19][CH2:20][CH3:21])[CH3:9], predict the reactants needed to synthesize it. The reactants are: [Al+3].[Cl-].[Cl-].[Cl-].[C:5](Cl)(=[O:10])[CH2:6][CH:7]([CH3:9])[CH3:8].C[Si]([C:16]#[C:17][CH2:18][CH2:19][CH2:20][CH3:21])(C)C. (7) Given the product [CH2:1]([O:8][C:9](=[O:33])[C:10]1[CH:15]=[C:14]([C:41]([CH3:45])=[CH2:42])[C:13]([O:17][CH2:18][C:19]2[CH:24]=[CH:23][CH:22]=[CH:21][CH:20]=2)=[CH:12][C:11]=1[O:25][CH2:26][C:27]1[CH:32]=[CH:31][CH:30]=[CH:29][CH:28]=1)[C:2]1[CH:7]=[CH:6][CH:5]=[CH:4][CH:3]=1, predict the reactants needed to synthesize it. The reactants are: [CH2:1]([O:8][C:9](=[O:33])[C:10]1[CH:15]=[C:14](Br)[C:13]([O:17][CH2:18][C:19]2[CH:24]=[CH:23][CH:22]=[CH:21][CH:20]=2)=[CH:12][C:11]=1[O:25][CH2:26][C:27]1[CH:32]=[CH:31][CH:30]=[CH:29][CH:28]=1)[C:2]1[CH:7]=[CH:6][CH:5]=[CH:4][CH:3]=1.C(=O)([O-])[O-].[Cs+].[Cs+].O.[CH2:41]1[CH2:45]OC[CH2:42]1.